This data is from Reaction yield outcomes from USPTO patents with 853,638 reactions. The task is: Predict the reaction yield, written as a fraction of the theoretical maximum amount of product (1.0 means a 100% yield; for example, 0.34 means a 34% yield). (1) The reactants are [Br:1][C:2]1[S:3][C:4]([CH3:12])=[C:5]([CH2:7][C:8](OC)=[O:9])[N:6]=1.CC(C[AlH]CC(C)C)C.Cl. The catalyst is C(Cl)Cl.C1(C)C=CC=CC=1. The product is [Br:1][C:2]1[S:3][C:4]([CH3:12])=[C:5]([CH2:7][CH2:8][OH:9])[N:6]=1. The yield is 0.740. (2) The reactants are [Cl:1][C:2]1[CH:10]=[C:6]([C:7]([OH:9])=O)[C:5]([OH:11])=[CH:4][CH:3]=1.[NH2:12][C:13]1[S:14][CH:15]=[C:16]([C:18]2[C:23]([F:24])=[C:22]([F:25])[C:21]([F:26])=[C:20]([F:27])[C:19]=2[F:28])[N:17]=1. No catalyst specified. The product is [Cl:1][C:2]1[CH:3]=[CH:4][C:5]([OH:11])=[C:6]([CH:10]=1)[C:7]([NH:12][C:13]1[S:14][CH:15]=[C:16]([C:18]2[C:19]([F:28])=[C:20]([F:27])[C:21]([F:26])=[C:22]([F:25])[C:23]=2[F:24])[N:17]=1)=[O:9]. The yield is 0.238.